From a dataset of Forward reaction prediction with 1.9M reactions from USPTO patents (1976-2016). Predict the product of the given reaction. (1) Given the reactants [CH2:1]([O:8][C:9]1[CH:14]=[CH:13][C:12]([N:15]([CH3:26])[C:16]2[CH:21]=[CH:20][C:19]([CH:22]([CH3:25])[CH2:23][OH:24])=[CH:18][CH:17]=2)=[CH:11][CH:10]=1)[C:2]1[CH:7]=[CH:6][CH:5]=[CH:4][CH:3]=1.[CH3:27][S:28](Cl)(=[O:30])=[O:29], predict the reaction product. The product is: [CH2:1]([O:8][C:9]1[CH:14]=[CH:13][C:12]([N:15]([CH3:26])[C:16]2[CH:17]=[CH:18][C:19]([CH:22]([CH3:25])[CH2:23][O:24][S:28]([CH3:27])(=[O:30])=[O:29])=[CH:20][CH:21]=2)=[CH:11][CH:10]=1)[C:2]1[CH:3]=[CH:4][CH:5]=[CH:6][CH:7]=1. (2) Given the reactants [CH:1]([C:3]1[CH:10]=[CH:9][CH:8]=[CH:7][C:4]=1[C:5]#[N:6])=[CH2:2].C(=O)(O)[O-:12].[Na+].ClCCl.C1C=C(Cl)C=C(C(OO)=O)C=1, predict the reaction product. The product is: [O:12]1[CH2:2][CH:1]1[C:3]1[CH:10]=[CH:9][CH:8]=[CH:7][C:4]=1[C:5]#[N:6].